This data is from Full USPTO retrosynthesis dataset with 1.9M reactions from patents (1976-2016). The task is: Predict the reactants needed to synthesize the given product. (1) Given the product [Cl:15][C:7]1[NH:6][C:5]2[CH:10]=[C:11]([Cl:12])[C:2]([Cl:1])=[CH:3][C:4]=2[N:8]=1, predict the reactants needed to synthesize it. The reactants are: [Cl:1][C:2]1[C:11]([Cl:12])=[CH:10][C:5]2[NH:6][C:7](=O)[NH:8][C:4]=2[CH:3]=1.P(Cl)(Cl)([Cl:15])=O. (2) Given the product [ClH:36].[CH3:1][C:2]1[C:3]([N:9]2[CH2:14][CH2:13][N:12]([C:15]([C:17]3[CH:22]=[CH:21][C:20]([N:23]4[CH2:27][CH2:26][CH2:25][S:24]4(=[O:28])=[O:29])=[CH:19][C:18]=3[N:30]3[CH2:34][CH2:33][O:32][C:31]3=[O:35])=[O:16])[CH2:11][CH2:10]2)=[N:4][CH:5]=[C:6]([CH3:8])[CH:7]=1, predict the reactants needed to synthesize it. The reactants are: [CH3:1][C:2]1[C:3]([N:9]2[CH2:14][CH2:13][N:12]([C:15]([C:17]3[CH:22]=[CH:21][C:20]([N:23]4[CH2:27][CH2:26][CH2:25][S:24]4(=[O:29])=[O:28])=[CH:19][C:18]=3[N:30]3[CH2:34][CH2:33][O:32][C:31]3=[O:35])=[O:16])[CH2:11][CH2:10]2)=[N:4][CH:5]=[C:6]([CH3:8])[CH:7]=1.[ClH:36].C(OCC)(=O)C. (3) Given the product [CH3:10][O:11][C:12](=[O:42])[CH2:13][C@H:14]1[C:18]2[CH:19]=[CH:20][C:21]([O:23][C@H:24]3[C:32]4[C:27](=[C:28]([C:2]5[C:3]([CH3:9])=[N:4][CH:5]=[CH:6][C:7]=5[CH3:8])[CH:29]=[CH:30][CH:31]=4)[CH2:26][CH2:25]3)=[CH:22][C:17]=2[O:16][CH2:15]1, predict the reactants needed to synthesize it. The reactants are: Br[C:2]1[C:3]([CH3:9])=[N:4][CH:5]=[CH:6][C:7]=1[CH3:8].[CH3:10][O:11][C:12](=[O:42])[CH2:13][C@H:14]1[C:18]2[CH:19]=[CH:20][C:21]([O:23][C@H:24]3[C:32]4[C:27](=[C:28](B5OC(C)(C)C(C)(C)O5)[CH:29]=[CH:30][CH:31]=4)[CH2:26][CH2:25]3)=[CH:22][C:17]=2[O:16][CH2:15]1.